From a dataset of Forward reaction prediction with 1.9M reactions from USPTO patents (1976-2016). Predict the product of the given reaction. (1) Given the reactants [H-].[Na+].[CH3:3][CH:4]([SH:7])[CH2:5][CH3:6].Cl[C:9]1[C:14]([CH2:15][CH3:16])=[N:13][C:12]([C:17]2[CH:22]=[CH:21][C:20]([O:23][CH3:24])=[CH:19][C:18]=2[O:25][CH3:26])=[C:11]([CH2:27][CH3:28])[N:10]=1, predict the reaction product. The product is: [CH:4]([S:7][C:9]1[C:14]([CH2:15][CH3:16])=[N:13][C:12]([C:17]2[CH:22]=[CH:21][C:20]([O:23][CH3:24])=[CH:19][C:18]=2[O:25][CH3:26])=[C:11]([CH2:27][CH3:28])[N:10]=1)([CH2:5][CH3:6])[CH3:3]. (2) Given the reactants [Cl:1][C:2]1[C:7]([CH3:8])=[CH:6][CH:5]=[C:4]([F:9])[C:3]=1[C:10](=[O:12])[CH3:11].C[O-].[Na+].[C:16](OC)(=[O:21])[C:17]([O:19][CH3:20])=[O:18], predict the reaction product. The product is: [Cl:1][C:2]1[C:7]([CH3:8])=[CH:6][CH:5]=[C:4]([F:9])[C:3]=1[C:10](=[O:12])/[CH:11]=[C:16](\[OH:21])/[C:17]([O:19][CH3:20])=[O:18]. (3) Given the reactants [OH:1][CH2:2][C@@:3]1([NH:22][C:23](=[O:29])[O:24][C:25]([CH3:28])([CH3:27])[CH3:26])[CH2:7][CH2:6][C@H:5]([C:8]2[CH:13]=[CH:12][C:11]([CH2:14][CH2:15][CH2:16][CH2:17][CH2:18][CH2:19][CH2:20][CH3:21])=[CH:10][CH:9]=2)[CH2:4]1.CC(OI1(OC(C)=O)(OC(C)=O)OC(=O)C2C=CC=CC1=2)=O.O, predict the reaction product. The product is: [CH:2]([C@@:3]1([NH:22][C:23](=[O:29])[O:24][C:25]([CH3:28])([CH3:27])[CH3:26])[CH2:7][CH2:6][C@H:5]([C:8]2[CH:13]=[CH:12][C:11]([CH2:14][CH2:15][CH2:16][CH2:17][CH2:18][CH2:19][CH2:20][CH3:21])=[CH:10][CH:9]=2)[CH2:4]1)=[O:1]. (4) Given the reactants [CH3:1][O:2][C:3]1[CH:4]=[C:5]2[C:10](=[CH:11][CH:12]=1)[C:9]([O:13][C:14]1[CH:19]=[CH:18][C:17]([O:20][CH2:21][CH2:22][N:23]3[CH2:28][CH2:27][CH2:26][CH2:25][CH2:24]3)=[CH:16][CH:15]=1)=[C:8]([CH:29]=[O:30])[CH2:7][CH2:6]2.C1(C=CC=C(O)C=1)[OH:32].C1COCC1.Cl([O-])=O.[Na+], predict the reaction product. The product is: [CH3:1][O:2][C:3]1[CH:4]=[C:5]2[C:10](=[CH:11][CH:12]=1)[C:9]([O:13][C:14]1[CH:19]=[CH:18][C:17]([O:20][CH2:21][CH2:22][N:23]3[CH2:24][CH2:25][CH2:26][CH2:27][CH2:28]3)=[CH:16][CH:15]=1)=[C:8]([C:29]([OH:32])=[O:30])[CH2:7][CH2:6]2. (5) Given the reactants [CH2:1]([O:8][C:9]1[CH:10]=[C:11]([CH:13]=[C:14]([Br:16])[CH:15]=1)[NH2:12])[C:2]1[CH:7]=[CH:6][CH:5]=[CH:4][CH:3]=1.[C:17]([N:25]=[C:26]=[S:27])(=[O:24])[C:18]1[CH:23]=[CH:22][CH:21]=[CH:20][CH:19]=1, predict the reaction product. The product is: [CH2:1]([O:8][C:9]1[CH:10]=[C:11]([NH:12][C:26]([NH:25][C:17](=[O:24])[C:18]2[CH:19]=[CH:20][CH:21]=[CH:22][CH:23]=2)=[S:27])[CH:13]=[C:14]([Br:16])[CH:15]=1)[C:2]1[CH:3]=[CH:4][CH:5]=[CH:6][CH:7]=1. (6) Given the reactants [NH2:1][CH2:2][CH2:3][CH2:4][CH2:5][CH2:6][CH2:7][CH2:8][CH2:9][CH2:10][N:11]1[CH2:16][CH2:15][CH:14]([O:17][C:18](=[O:32])[NH:19][C:20]2[CH:25]=[CH:24][CH:23]=[CH:22][C:21]=2[C:26]2[CH:31]=[CH:30][CH:29]=[CH:28][CH:27]=2)[CH2:13][CH2:12]1.[F:33][C:34]1[CH:42]=[C:41]([OH:43])[CH:40]=[CH:39][C:35]=1[C:36](O)=[O:37], predict the reaction product. The product is: [F:33][C:34]1[CH:42]=[C:41]([OH:43])[CH:40]=[CH:39][C:35]=1[C:36]([NH:1][CH2:2][CH2:3][CH2:4][CH2:5][CH2:6][CH2:7][CH2:8][CH2:9][CH2:10][N:11]1[CH2:16][CH2:15][CH:14]([O:17][C:18](=[O:32])[NH:19][C:20]2[CH:25]=[CH:24][CH:23]=[CH:22][C:21]=2[C:26]2[CH:31]=[CH:30][CH:29]=[CH:28][CH:27]=2)[CH2:13][CH2:12]1)=[O:37]. (7) Given the reactants [OH:1][CH2:2][C@H:3]1[C@H:7]([C:8]2[C:9]([O:27]C)=[CH:10][C:11]([O:25]C)=[C:12]3[C:17]=2[O:16][C:15]([C:18]2[CH:23]=[CH:22][CH:21]=[CH:20][CH:19]=2)=[CH:14][C:13]3=[O:24])[CH2:6][CH2:5][N:4]1[CH3:29].Cl.N1C=CC=CC=1, predict the reaction product. The product is: [OH:25][C:11]1[CH:10]=[C:9]([OH:27])[C:8]([C@@H:7]2[CH2:6][CH2:5][N:4]([CH3:29])[C@H:3]2[CH2:2][OH:1])=[C:17]2[C:12]=1[C:13](=[O:24])[CH:14]=[C:15]([C:18]1[CH:19]=[CH:20][CH:21]=[CH:22][CH:23]=1)[O:16]2.